This data is from Reaction yield outcomes from USPTO patents with 853,638 reactions. The task is: Predict the reaction yield, written as a fraction of the theoretical maximum amount of product (1.0 means a 100% yield; for example, 0.34 means a 34% yield). (1) The reactants are Br[C:2]1[CH:14]=[CH:13][C:5]([C:6]([NH:8][CH2:9][CH:10]2[CH2:12][CH2:11]2)=[O:7])=[CH:4][CH:3]=1.B.[C:16]([C:19]1[CH:20]=[C:21](CC(C(O)(C)C)(C)O)[C:22]([CH3:25])=[CH:23][CH:24]=1)([OH:18])=[O:17].C(=O)([O-])[O-].[Na+].[Na+]. The catalyst is COCCOC.C1C=CC([P]([Pd]([P](C2C=CC=CC=2)(C2C=CC=CC=2)C2C=CC=CC=2)([P](C2C=CC=CC=2)(C2C=CC=CC=2)C2C=CC=CC=2)[P](C2C=CC=CC=2)(C2C=CC=CC=2)C2C=CC=CC=2)(C2C=CC=CC=2)C2C=CC=CC=2)=CC=1. The product is [CH:10]1([CH2:9][NH:8][C:6]([C:5]2[CH:13]=[CH:14][C:2]([C:23]3[C:22]([CH3:25])=[CH:21][CH:20]=[C:19]([C:16]([OH:18])=[O:17])[CH:24]=3)=[CH:3][CH:4]=2)=[O:7])[CH2:12][CH2:11]1. The yield is 0.780. (2) The reactants are [NH2:1][C:2]1[CH:7]=[CH:6][C:5]([Cl:8])=[CH:4][N:3]=1.S(=O)(=O)(O)O.[N+:14]([O-])([OH:16])=[O:15].[OH-].[Na+]. No catalyst specified. The product is [Cl:8][C:5]1[CH:6]=[C:7]([N+:14]([O-:16])=[O:15])[C:2]([NH2:1])=[N:3][CH:4]=1. The yield is 0.670. (3) The reactants are [Cl:1][C:2]1[CH:30]=[CH:29][C:5]([CH2:6][N:7]2[C:12](=[O:13])[C:11]([CH2:14]OS(C)(=O)=O)=[CH:10][C:9]([C:20]3[CH:25]=[CH:24][C:23]([O:26][CH3:27])=[C:22]([F:28])[CH:21]=3)=[N:8]2)=[CH:4][CH:3]=1.[CH3:31][NH:32][CH3:33]. No catalyst specified. The product is [Cl:1][C:2]1[CH:30]=[CH:29][C:5]([CH2:6][N:7]2[C:12](=[O:13])[C:11]([CH2:14][N:32]([CH3:33])[CH3:31])=[CH:10][C:9]([C:20]3[CH:25]=[CH:24][C:23]([O:26][CH3:27])=[C:22]([F:28])[CH:21]=3)=[N:8]2)=[CH:4][CH:3]=1. The yield is 0.747. (4) The reactants are [Cl:1][C:2]1[N:10]=[CH:9][N:8]=[C:7]2[C:3]=1[N:4]=[CH:5][N:6]2[C@H:11]1[CH2:33][C@@H:14]2[O:15][Si](C(C)C)(C(C)C)O[Si](C(C)C)(C(C)C)[O:19][CH2:20][C@H:13]2[CH2:12]1.F.N1C=CC=CC=1. The catalyst is C1COCC1.N1C=CC=CC=1. The product is [Cl:1][C:2]1[N:10]=[CH:9][N:8]=[C:7]2[C:3]=1[N:4]=[CH:5][N:6]2[C@H:11]1[CH2:33][C@H:14]([OH:15])[C@@H:13]([CH2:20][OH:19])[CH2:12]1. The yield is 0.630. (5) The reactants are Cl[C:2]1[CH:9]=[CH:8][C:5]([C:6]#[N:7])=[C:4]([NH:10][CH2:11][C:12]2[CH:17]=[CH:16][CH:15]=[C:14]([F:18])[CH:13]=2)[N:3]=1.[Cl:19][C:20]1[C:21](B(O)O)=[CH:22][C:23]([F:26])=[N:24][CH:25]=1.C(=O)([O-])[O-].[Na+].[Na+]. The catalyst is COCCOC. The product is [Cl:19][C:20]1[C:21]([C:2]2[CH:9]=[CH:8][C:5]([C:6]#[N:7])=[C:4]([NH:10][CH2:11][C:12]3[CH:17]=[CH:16][CH:15]=[C:14]([F:18])[CH:13]=3)[N:3]=2)=[CH:22][C:23]([F:26])=[N:24][CH:25]=1. The yield is 0.330. (6) The reactants are [NH2:1][C@H:2]([CH2:33][O:34][Si:35]([C:48]([CH3:51])([CH3:50])[CH3:49])([C:42]1[CH:47]=[CH:46][CH:45]=[CH:44][CH:43]=1)[C:36]1[CH:41]=[CH:40][CH:39]=[CH:38][CH:37]=1)[CH2:3][CH2:4][C:5]1[CH:10]=[CH:9][CH:8]=[CH:7][C:6]=1[NH:11][C:12](=[O:32])[C@H:13]([CH:19]([C:26]1[CH:31]=[CH:30][CH:29]=[CH:28][CH:27]=1)[C:20]1[CH:25]=[CH:24][CH:23]=[CH:22][CH:21]=1)[NH:14][C:15]([O:17][CH3:18])=[O:16].[N+:52]([C:55]1[CH:60]=[CH:59][C:58]([S:61](Cl)(=[O:63])=[O:62])=[CH:57][CH:56]=1)([O-:54])=[O:53].S(Cl)(Cl)(=O)=O. The catalyst is N1C=CC=CC=1. The product is [Si:35]([O:34][CH2:33][C@@H:2]([NH:1][S:61]([C:58]1[CH:57]=[CH:56][C:55]([N+:52]([O-:54])=[O:53])=[CH:60][CH:59]=1)(=[O:62])=[O:63])[CH2:3][CH2:4][C:5]1[CH:10]=[CH:9][CH:8]=[CH:7][C:6]=1[NH:11][C:12](=[O:32])[C@H:13]([CH:19]([C:26]1[CH:27]=[CH:28][CH:29]=[CH:30][CH:31]=1)[C:20]1[CH:25]=[CH:24][CH:23]=[CH:22][CH:21]=1)[NH:14][C:15]([O:17][CH3:18])=[O:16])([C:48]([CH3:51])([CH3:50])[CH3:49])([C:36]1[CH:41]=[CH:40][CH:39]=[CH:38][CH:37]=1)[C:42]1[CH:47]=[CH:46][CH:45]=[CH:44][CH:43]=1. The yield is 1.00.